This data is from Reaction yield outcomes from USPTO patents with 853,638 reactions. The task is: Predict the reaction yield, written as a fraction of the theoretical maximum amount of product (1.0 means a 100% yield; for example, 0.34 means a 34% yield). (1) The reactants are [Br:1][C:2]1[CH:8]=[C:7]([CH2:9][CH3:10])[C:5](N)=[C:4]([CH2:11][CH3:12])[CH:3]=1.Cl.N([O-])=O.[Na+].C(=O)(O)[O-].[Na+].[Cu][C:24]#[N:25].[C-]#N.[K+]. The catalyst is O.C(Cl)Cl. The product is [Br:1][C:2]1[CH:8]=[C:7]([CH2:9][CH3:10])[C:5]([C:24]#[N:25])=[C:4]([CH2:11][CH3:12])[CH:3]=1. The yield is 0.880. (2) The reactants are [NH2:1][C:2]1[S:3][CH:4]=[C:5]([CH3:7])[N:6]=1.Cl[C:9]([O:11][C:12]1[CH:17]=[CH:16][CH:15]=[CH:14][CH:13]=1)=[O:10]. The catalyst is C(Cl)Cl. The product is [CH3:7][C:5]1[N:6]=[C:2]([NH:1][C:9](=[O:10])[O:11][C:12]2[CH:17]=[CH:16][CH:15]=[CH:14][CH:13]=2)[S:3][CH:4]=1. The yield is 0.510. (3) The reactants are Br[C:2]1[N:3]=[CH:4][S:5][C:6]=1[NH:7][C:8](=[O:14])[O:9][C:10]([CH3:13])([CH3:12])[CH3:11].C([Sn](CCCC)(CCCC)[C:20]1[N:21]=[CH:22][S:23][CH:24]=1)CCC. The catalyst is O1CCOCC1.C1C=CC([P]([Pd]([P](C2C=CC=CC=2)(C2C=CC=CC=2)C2C=CC=CC=2)([P](C2C=CC=CC=2)(C2C=CC=CC=2)C2C=CC=CC=2)[P](C2C=CC=CC=2)(C2C=CC=CC=2)C2C=CC=CC=2)(C2C=CC=CC=2)C2C=CC=CC=2)=CC=1. The product is [S:5]1[C:6]([NH:7][C:8](=[O:14])[O:9][C:10]([CH3:13])([CH3:12])[CH3:11])=[C:2]([C:20]2[N:21]=[CH:22][S:23][CH:24]=2)[N:3]=[CH:4]1. The yield is 0.710.